Dataset: Full USPTO retrosynthesis dataset with 1.9M reactions from patents (1976-2016). Task: Predict the reactants needed to synthesize the given product. (1) Given the product [CH2:12]([NH:11][C:9]([NH:8][C:5]1[CH:4]=[C:3]([C:14]2[S:15][CH:16]=[C:17]([C:19]([F:22])([F:21])[F:20])[N:18]=2)[C:2]([B:26]2[O:27][C:28]([CH3:30])([CH3:29])[C:24]([CH3:40])([CH3:23])[O:25]2)=[CH:7][N:6]=1)=[O:10])[CH3:13], predict the reactants needed to synthesize it. The reactants are: Br[C:2]1[C:3]([C:14]2[S:15][CH:16]=[C:17]([C:19]([F:22])([F:21])[F:20])[N:18]=2)=[CH:4][C:5]([NH:8][C:9]([NH:11][CH2:12][CH3:13])=[O:10])=[N:6][CH:7]=1.[CH3:23][C:24]1([CH3:40])[C:28]([CH3:30])([CH3:29])[O:27][B:26]([B:26]2[O:27][C:28]([CH3:30])([CH3:29])[C:24]([CH3:40])([CH3:23])[O:25]2)[O:25]1.C([O-])(=O)C.[K+].C(NC(NC1N=CC(B(O)O)=C(C2SC=C(C(F)(F)F)N=2)C=1)=O)C.C(N(C1C=C(C2SC=C(C(F)(F)F)N=2)C=CN=1)C(N)=O)C. (2) Given the product [ClH:27].[CH:1]1[C:10]2[C:5](=[CH:6][CH:7]=[CH:8][CH:9]=2)[CH:4]=[CH:3][C:2]=1[S:11]([C:14]1[CH:15]=[CH:16][C:17]2[O:26][C:25]3[CH2:24][CH2:23][NH:22][CH2:21][C:20]=3[C:18]=2[CH:19]=1)(=[O:12])=[O:13], predict the reactants needed to synthesize it. The reactants are: [CH:1]1[C:10]2[C:5](=[CH:6][CH:7]=[CH:8][CH:9]=2)[CH:4]=[CH:3][C:2]=1[S:11]([C:14]1[CH:15]=[CH:16][C:17]2[O:26][C:25]3[CH2:24][CH2:23][NH:22][CH2:21][C:20]=3[C:18]=2[CH:19]=1)(=[O:13])=[O:12].[ClH:27]. (3) Given the product [Br:1][C:2]1[CH:3]=[CH:4][C:5]2[O:21][C:10]3([CH2:16][CH2:15][C:14]4[CH:17]=[CH:18][CH:19]=[CH:20][C:13]=4[CH2:12][CH2:11]3)[C:8](=[O:9])[C:6]=2[CH:7]=1, predict the reactants needed to synthesize it. The reactants are: [Br:1][C:2]1[CH:3]=[CH:4][C:5](F)=[C:6]([C:8]([C:10]2([OH:21])[CH2:16][CH2:15][C:14]3[CH:17]=[CH:18][CH:19]=[CH:20][C:13]=3[CH2:12][CH2:11]2)=[O:9])[CH:7]=1.[H-].[Na+]. (4) Given the product [OH:2][C:3]1[CH:8]=[CH:7][CH:6]=[CH:5][C:4]=1[C:9]([C:11]1[S:12][C:13]([C:16]2[C:20]([CH3:21])=[C:19]([C:22]([F:25])([F:24])[F:23])[O:18][N:17]=2)=[CH:14][CH:15]=1)=[O:10], predict the reactants needed to synthesize it. The reactants are: C[O:2][C:3]1[CH:8]=[CH:7][CH:6]=[CH:5][C:4]=1[C:9]([C:11]1[S:12][C:13]([C:16]2[C:20]([CH3:21])=[C:19]([C:22]([F:25])([F:24])[F:23])[O:18][N:17]=2)=[CH:14][CH:15]=1)=[O:10].B(Br)(Br)Br. (5) Given the product [NH2:11][C:4]1[C:5]2[N:6]([CH:8]=[CH:9][N:10]=2)[CH:7]=[C:2]([C:25]2[C:24]([CH3:38])=[C:23]([NH:22][C:20](=[O:21])[C:19]3[CH:18]=[CH:17][C:16]([C:12]([CH3:13])([CH3:14])[CH3:15])=[CH:40][CH:39]=3)[CH:28]=[CH:27][CH:26]=2)[CH:3]=1, predict the reactants needed to synthesize it. The reactants are: Br[C:2]1[CH:3]=[C:4]([NH2:11])[C:5]2[N:6]([CH:8]=[CH:9][N:10]=2)[CH:7]=1.[C:12]([C:16]1[CH:40]=[CH:39][C:19]([C:20]([NH:22][C:23]2[CH:28]=[CH:27][CH:26]=[C:25](B3OC(C)(C)C(C)(C)O3)[C:24]=2[CH3:38])=[O:21])=[CH:18][CH:17]=1)([CH3:15])([CH3:14])[CH3:13]. (6) Given the product [C:22]([O:21][C:19]([NH:18][C@@H:14]([CH2:13][CH2:12][C:11]([O:10][CH2:3][C:4]1[CH:9]=[CH:8][CH:7]=[CH:6][CH:5]=1)=[O:26])[C:15]([O:17][CH3:27])=[O:16])=[O:20])([CH3:23])([CH3:25])[CH3:24], predict the reactants needed to synthesize it. The reactants are: CI.[CH2:3]([O:10][C:11](=[O:26])[CH2:12][CH2:13][C@H:14]([NH:18][C:19]([O:21][C:22]([CH3:25])([CH3:24])[CH3:23])=[O:20])[C:15]([OH:17])=[O:16])[C:4]1[CH:9]=[CH:8][CH:7]=[CH:6][CH:5]=1.[C:27]([O-])([O-])=O.[K+].[K+].CCOC(C)=O. (7) Given the product [Cl:1][C:2]1[CH:3]=[C:4]([N:12]=[C:13]2[N:18]([CH2:19][C:20]3[CH:25]=[CH:24][C:23]([CH3:26])=[CH:22][CH:21]=3)[C:17](=[O:27])[N:16]([CH2:28][CH2:29][C:30]([OH:32])=[O:31])[C:15](=[O:35])[NH:14]2)[CH:5]=[CH:6][C:7]=1[O:8][CH:9]([CH3:11])[CH3:10], predict the reactants needed to synthesize it. The reactants are: [Cl:1][C:2]1[CH:3]=[C:4]([N:12]=[C:13]2[N:18]([CH2:19][C:20]3[CH:25]=[CH:24][C:23]([CH3:26])=[CH:22][CH:21]=3)[C:17](=[O:27])[N:16]([CH2:28][CH2:29][C:30]([O:32]CC)=[O:31])[C:15](=[O:35])[NH:14]2)[CH:5]=[CH:6][C:7]=1[O:8][CH:9]([CH3:11])[CH3:10].CO.[OH-].[Li+].